Dataset: Reaction yield outcomes from USPTO patents with 853,638 reactions. Task: Predict the reaction yield, written as a fraction of the theoretical maximum amount of product (1.0 means a 100% yield; for example, 0.34 means a 34% yield). (1) The reactants are [F:1][C:2]([F:27])([F:26])[C:3]1[CH:25]=[CH:24][C:6]([CH2:7][O:8][N:9]=[C:10]([C:13]2[CH:18]=[CH:17][C:16]([NH:19][CH2:20][C:21]([OH:23])=O)=[CH:15][CH:14]=2)[CH2:11][CH3:12])=[CH:5][CH:4]=1.Cl.[O:29]1[CH2:34][CH2:33][CH:32]([CH2:35][NH2:36])[CH2:31][CH2:30]1.C1C=CC2N(O)N=NC=2C=1.CCN=C=NCCCN(C)C.Cl.C(N1CCOCC1)C. The catalyst is CN(C=O)C. The product is [O:29]1[CH2:34][CH2:33][CH:32]([CH2:35][NH:36][C:21](=[O:23])[CH2:20][NH:19][C:16]2[CH:15]=[CH:14][C:13]([C:10](=[N:9][O:8][CH2:7][C:6]3[CH:5]=[CH:4][C:3]([C:2]([F:27])([F:1])[F:26])=[CH:25][CH:24]=3)[CH2:11][CH3:12])=[CH:18][CH:17]=2)[CH2:31][CH2:30]1. The yield is 0.150. (2) The reactants are [Cl:1][C:2]1[CH:3]=[C:4]2[C:13](=[C:14]3[C:19]=1[CH:18]=[CH:17][CH:16]=[N:15]3)[NH:12][S:11](=[O:21])(=[O:20])[C:10]1[C:5]2=[CH:6][C:7](F)=[CH:8][CH:9]=1.[OH:23][CH:24]1[CH2:29][CH2:28][NH:27][CH2:26][CH2:25]1. The catalyst is CN1C(=O)CCC1. The product is [Cl:1][C:2]1[CH:3]=[C:4]2[C:13](=[C:14]3[C:19]=1[CH:18]=[CH:17][CH:16]=[N:15]3)[NH:12][S:11](=[O:21])(=[O:20])[C:10]1[C:5]2=[CH:6][C:7]([N:27]2[CH2:28][CH2:29][CH:24]([OH:23])[CH2:25][CH2:26]2)=[CH:8][CH:9]=1. The yield is 0.480. (3) The reactants are Br[C:2]1[CH:19]=[CH:18][C:5]([CH2:6][N:7]([CH:15]([CH3:17])[CH3:16])[C:8]2[CH:13]=[CH:12][C:11]([F:14])=[CH:10][CH:9]=2)=[CH:4][CH:3]=1.Br[C:21]1[CH:28]=[CH:27][C:24]([CH:25]=[O:26])=[CH:23][CH:22]=1.OCC1SC(B(O)O)=CC=1. No catalyst specified. The product is [F:14][C:11]1[CH:12]=[CH:13][C:8]([N:7]([CH2:6][C:5]2[CH:18]=[CH:19][C:2]([C:21]3[CH:28]=[CH:27][C:24]([CH:25]=[O:26])=[CH:23][CH:22]=3)=[CH:3][CH:4]=2)[CH:15]([CH3:17])[CH3:16])=[CH:9][CH:10]=1. The yield is 0.650. (4) The reactants are [Cl:1][C:2]1[C:3]([N+:10]([O-:12])=[O:11])=[CH:4][C:5]([CH3:9])=[C:6]([CH:8]=1)N.Cl.N([O-])=O.[Na+].[Cu](C#N)[C:19]#[N:20].[C-]#N.[Na+]. The catalyst is CC(C)=O.O.CCOC(C)=O. The product is [Cl:1][C:2]1[C:3]([N+:10]([O-:12])=[O:11])=[CH:4][C:5]([CH3:9])=[C:6]([CH:8]=1)[C:19]#[N:20]. The yield is 0.610. (5) The reactants are C([N:14]1[CH2:17][CH:16]([C:18]2([NH2:21])[CH2:20][CH2:19]2)[CH2:15]1)(C1C=CC=CC=1)C1C=CC=CC=1.[F:22][C:23]([F:34])([F:33])[C:24](O[C:24](=[O:25])[C:23]([F:34])([F:33])[F:22])=[O:25]. The catalyst is C(Cl)(Cl)Cl. The product is [NH:14]1[CH2:15][CH:16]([C:18]2([NH:21][C:24](=[O:25])[C:23]([F:34])([F:33])[F:22])[CH2:19][CH2:20]2)[CH2:17]1. The yield is 0.170. (6) The reactants are C[Si]([N:5]=[C:6]=[O:7])(C)C.[Cl:8][C:9]1[C:10]([C:30]2[N:34]3[CH:35]=[CH:36][CH:37]=[CH:38][C:33]3=[N:32][CH:31]=2)=[N:11][C:12]([NH:15][C:16]2[CH:21]=[CH:20][C:19]([N:22]3[CH2:27][CH2:26][NH:25][CH2:24][CH2:23]3)=[CH:18][C:17]=2[O:28][CH3:29])=[N:13][CH:14]=1. The catalyst is ClCCl. The product is [Cl:8][C:9]1[C:10]([C:30]2[N:34]3[CH:35]=[CH:36][CH:37]=[CH:38][C:33]3=[N:32][CH:31]=2)=[N:11][C:12]([NH:15][C:16]2[CH:21]=[CH:20][C:19]([N:22]3[CH2:23][CH2:24][N:25]([C:6]([NH2:5])=[O:7])[CH2:26][CH2:27]3)=[CH:18][C:17]=2[O:28][CH3:29])=[N:13][CH:14]=1. The yield is 0.840.